From a dataset of Human Reference Interactome with 51,813 positive PPI pairs across 8,248 proteins, plus equal number of experimentally-validated negative pairs. Binary Classification. Given two protein amino acid sequences, predict whether they physically interact or not. (1) Protein 1 (ENSG00000173674) has sequence MPKNKGKGGKNRRRGKNENESEKRELVFKEDGQEYAQVIKMLGNGRLEAMCFDGVKRLCHIRGKLRKKVWINTSDIILVGLRDYQDNKADVILKYNADEARSLKAYGELPEHAKINETDTFGPGDDDEIQFDDIGDDDEDIDDI*MPKNKEYAQVIKMLGNGRLEAMCFDGVKRLCHIRGKLRKKVWINTSDIILVGLRDYQDNKADVILKYNADEARSLKAYGELPEHAKINETDTFGPGDDDEIQFDDIGDDDEDIDDI*. Protein 2 (ENSG00000025800) has sequence METMASPGKDNYRMKSYKNNALNPEEMRRRREEEGIQLRKQKREQQLFKRRNVELINEEAAMFDSLLMDSYVSSTTGESVITREMVEMLFSDDSDLQLATTQKFRKLLSKEPSPPIDEVINTPRVVDRFVEFLKRNENCTLQFEAAWALTNIASGTSQQTKIVIEAGAVPIFIELLNSDFEDVQEQAVWALGNIAGDSSVCRDYVLNCSILNPLLTLLTKSTRLTMTRNAVWALSNLCRGKNPPPEFAKVSPCLPVLSRLLFSSDSDLLADACWALSYLSDGPNEKIQAVIDSGVCRRLV.... Result: 0 (the proteins do not interact). (2) Protein 1 (ENSG00000088888) has sequence MPVQETQAPESPGENSEQALQTLSPRAIPRNPDGGPLESSSDLAALSPLTSSGHQEQDTELGSTHTAGATSSLTPSRGPVSPSVSFQPLARSTPRASRLPGPTGSVVSTGTSFSSSSPGLASAGAAEGKQGAESDQAEPIICSSGAEAPANSLPSKVPTTLMPVNTVALKVPANPASVSTVPSKLPTSSKPPGAVPSNALTNPAPSKLPINSTRAGMVPSKVPTSMVLTKVSASTVPTDGSSRNEETPAAPTPAGATGGSSAWLDSSSENRGLGSELSKPGVLASQVDSPFSGCFEDLAI.... Protein 2 (ENSG00000183258) has sequence MEESEPERKRARTDEVPAGGSRSEAEDEDDEDYVPYVPLRQRRQLLLQKLLQRRRKGAAEEEQQDSGSEPRGDEDDIPLGPQSNVSLLDQHQHLKEKAEARKESAKEKQLKEEEKILESVAEGRALMSVKEMAKGITYDDPIKTSWTPPRYVLSMSEERHERVRKKYHILVEGDGIPPPIKSFKEMKFPAAILRGLKKKGIHHPTPIQIQGIPTILSGRDMIGIAFTGSGKTLVFTLPVIMFCLEQEKRLPFSKREGPYGLIICPSRELARQTHGILEYYCRLLQEDSSPLLRCALCIGG.... Result: 0 (the proteins do not interact). (3) Protein 1 (ENSG00000166863) has sequence MRIMLLFTAILAFSLAQSFGAVCKEPQEEVVPGGGRSKRDPDLYQLLQRLFKSHSSLEGLLKALSQASTDPKESTSPEKRDMHDFFVGLMGKRSVQPDSPTDVNQENVPSFGILKYPPRAE*MRIMLLFTAILAFSLAQSFGAVCKEPQEEVVPGGGRSKRDPDLYQLLQRLFKSHSSLEGLLKALSQASTDPKESTSPEKHSPTDVNQENVPSFGILKYPPRAE*MRIMLLFTAILAFSLAQSFGAVCKEPQEEVVPGGGRSKRDPDLYQLLQRLFKSHSSLEGLLKALSQASTDPKES.... Protein 2 (ENSG00000127337) has sequence MFKRMAEFGPDSGGRVKGVTIVKPIVYGNVARYFGKKREEDGHTHQWTVYVKPYRNEDMSAYVKKIQFKLHESYGNPLRVVTKPPYEITETGWGEFEIIIKIFFIDPNERPVTLYHLLKLFQSDTNAMLGKKTVVSEFYDEMIFQDPTAMMQQLLTTSRQLTLGAYKHETEFAELEVKTREKLEAAKKKTSFEIAELKERLKASRETINCLKNEIRKLEEDDQAKDI*MFKRMAEFGPDSGGRVKGVTIVKPIVYGNVARYFGKKREEDGHTHQWTVYVKPYRNEAKWLIPVISALWEAQ.... Result: 0 (the proteins do not interact). (4) Protein 1 (ENSG00000160188) has sequence MSDLGSEELEEEGENDIGEYEGGRNEAGERHGRGRARLPNGDTYEGSYEFGKRHGQGIYKFKNGARYIGEYVRNKKHGQGTFIYPDGSRYEGEWANDLRHGHGVYYYINNDTYTGEWFAHQRHGQGTYLYAETGSKYVGTWVNGQQEGTAELIHLNHRYQGKFLNKNPVGPGKYVFDVGCEQHGEYRLTDMERGEEEEEEELVTVVPKWKATQITELALWTPTLPKKPTSTDGPGQDAPGAESAGEPGEEAQALLEGFEGEMDMRPGDEDADVLREESREYDQEEFRYDMDEGNINSEEE.... Protein 2 (ENSG00000124067) has sequence MPHFTVVPVDGPRRGDYDNLEGLSWVDYGERAELDDSDGHGNHRESSPFLSPLEASRGIDYYDRNLALFEEELDIRPKVSSLLGKLVSYTNLTQGAKEHEEAESGEGTRRRAAEAPSMGTLMGVYLPCLQNIFGVILFLRLTWMVGTAGVLQALLIVLICCCCTLLTAISMSAIATNGVVPAGGSYFMISRSLGPEFGGAVGLCFYLGTTFAAAMYILGAIEILLTYIAPPAAIFYPSGAHDTSNATLNNMRVYGTIFLTFMTLVVFVGVKYVNKFASLFLACVIISILSIYAGGIKSIF.... Result: 0 (the proteins do not interact). (5) Protein 1 (ENSG00000124116) has sequence MMLSCLFLLKALLALGSLESWITAGEHAKEGECPPHKNPCKELCQGDELCPAEQKCCTTGCGRICRDIPKGRKRDCPRVIRKQSCLKRCITDETCPGVKKCCTLGCNKSCVVPISKQKLAEFGGECPADPLPCEELCDGDASCPQGHKCCSTGCGRTCLGDIEGGRGGDCPKVLVGLCIVGCVMDENCQAGEKCCKSGCGRFCVPPVLPPKLTMNPNWTVRSDSELEIPVP*XIKEALLALGSLESWITAGEHAKEGECPPHKNPCKELCQGDELCPAEQKCCTTGCGRICRDIPKGRKR.... Protein 2 (ENSG00000170293) has sequence MEEPQRARSHTVTTTASSFAENFSTSSSSFAYDREFLRTLPGFLIVAEIVLGLLVWTLIAGTEYFRVPAFGWVMFVAVFYWVLTVFFLIIYITMTYTRIPQVPWTTVGLCFNGSAFVLYLSAAVVDASSVSPERDSHNFNSWAASSFFAFLVTICYAGNTYFSFIAWRSRTIQ*MEEPQRARSHTVTTTASSFAENFSTSSSSFAYDREFLRTLPGFLIVAEIGLCFNGSAFVLYLSAAVVDASSVSPERDSHNFNSWAASSFFAFLVTICYAGNTYFSFIAWRSRTIQ*. Result: 0 (the proteins do not interact). (6) Protein 1 (ENSG00000171148) has sequence MSELKDCPLQFHDFKSVDHLKVCPRYTAVLARSEDDGIGIEELDTLQLELETLLSSASRRLRVLEAETQILTDWQDKKGDRRFLKLGRDHELGAPPKHGKPKKQKLEGKAGHGPGPGPGRPKSKNLQPKIQEYEFTDDPIDVPRIPKNDAPNRFWASVEPYCADITSEEVRTLEELLKPPEDEAEHYKIPPLGKHYSQRWAQEDLLEEQKDGARAAAVADKKKGLMGPLTELDTKDVDALLKKSEAQHEQPEDGCPFGALTQRLLQALVEENIISPMEDSPIPDMSGKESGADGASTSPR.... Protein 2 (ENSG00000075643) has sequence MAGAAAESGRELWTFAGSRDPSAPRLAYGYGPGSLRELRAREFSRLAGTVYLDHAGATLFSQSQLESFTSDLMENTYGNPHSQNISSKLTHDTVEQVRYRILAHFHTTAEDYTVIFTAGSTAALKLVAEAFPWVSQGPESSGSRFCYLTDSHTSVVGMRNVTMAINVISTPVRPEDLWSAEERSASASNPDCQLPHLFCYPAQSNFSGVRYPLSWIEEVKSGRLHPVSTPGKWFVLLDAASYVSTSPLDLSAHQADFVPISFYKIFGFPTGLGALLVHNRAAPLLRKTYFGGGTASAYLA.... Result: 0 (the proteins do not interact). (7) Protein 1 (ENSG00000182979) has sequence MAANMYRVGDYVYFENSSSNPYLIRRIEELNKTANGNVEAKVVCFYRRRDISSTLIALADKHATLSVCYKAGPGADNGEEGEIEEEMENPEMVDLPEKLKHQLRHRELFLSRQLESLPATHIRGKCSVTLLNETESLKSYLEREDFFFYSLVYDPQQKTLLADKGEIRVGNRYQADITDLLKEGEEDGRDQSRLETQVWEAHNPLTDKQIDQFLVVARSVGTFARALDCSSSVRQPSLHMSAAAASRDITLFHAMDTLHKNIYDISKAISALVPQGGPVLCRDEMEEWSASEANLFEEAL.... Protein 2 (ENSG00000157119) has sequence MALGLEQAEEQRLYQQTLLQDGLKDMLDHGKFLDCVVRAGEREFPCHRLVLAACSPYFRARFLAEPERAGELHLEEVSPDVVAQVLHYLYTSEIALDEASVQDLFAAAHRFQIPSIFTICVSFLQKRLCLSNCLAVFRLGLLLDCARLAVAARDFICAHFTLVARDADFLGLSADELIAIISSDGLNVEKEEAVFEAVMRWAGSGDAEAQAERQRALPTVFESVRCRLLPRAFLESRVERHPLVRAQPELLRKVQMVKDAHEGRITTLRKKKKGKDGAGAKEADKGTSKAKAEEDEEAER.... Result: 0 (the proteins do not interact). (8) Protein 1 (ENSG00000095752) has sequence MNCVCRLVLVVLSLWPDTAVAPGPPPGPPRVSPDPRAELDSTVLLTRSLLADTRQLAAQLRDKFPADGDHNLDSLPTLAMSAGALGALQLPGVLTRLRADLLSYLRHVQWLRRAGGSSLKTLEPELGTLQARLDRLLRRLQLLMSRLALPQPPPDPPAPPLAPPSSAWGGIRAAHAILGGLHLTLDWAVRGLLLLKTRL*MSAGALGALQLPGVLTRLRADLLSYLRHVQWLRRAGGSSLKTLEPELGTLQARLDRLLRRLQLLMSRLALPQPPPDPPAPPLAPPSSAWGGIRAAHAILG.... Protein 2 (ENSG00000125975) has sequence MLSGPHPSPTFRPNPCPWPCLHSLWMEISPTQLCFLSPGPSPQSPSCCFQGMNSGSELGKLWRKLFKGIPRLSVSHFDFYCGTCVLLGRPQIPQGSSLGNDIDQYPVVFRNASDQGSWMQLEMLLRKLSDLVWTSDALSDKILEDGLVP*MKRWQIFVLWVFWVLILWLMTPYLDLTPESAPQEKRMYLVPQHCDCPWFSSGKCGCPSETLNCSSCHHTADEWNWLDACSRKTMGYLMRTRESMTSDTVLWWLGMNSGSELGKLWRKLFKGIPRLSVSHFDFYCGTCVLLGRPQIPQGSS.... Result: 0 (the proteins do not interact).